This data is from Reaction yield outcomes from USPTO patents with 853,638 reactions. The task is: Predict the reaction yield, written as a fraction of the theoretical maximum amount of product (1.0 means a 100% yield; for example, 0.34 means a 34% yield). (1) The reactants are [C:1]([C:5]1[CH:15]=[C:14]([Cl:16])[CH:13]=[CH:12][C:6]=1[O:7][CH2:8][CH2:9][NH:10][CH3:11])([CH3:4])([CH3:3])[CH3:2].CCN(CC)CC.[N:24]([C:27]1[CH:36]=[CH:35][CH:34]=[CH:33][C:28]=1[C:29]([O:31][CH3:32])=[O:30])=[C:25]=[O:26]. The catalyst is C(Cl)Cl.O. The product is [C:1]([C:5]1[CH:15]=[C:14]([Cl:16])[CH:13]=[CH:12][C:6]=1[O:7][CH2:8][CH2:9][N:10]([CH3:11])[C:25](=[O:26])[NH:24][C:27]1[CH:36]=[CH:35][CH:34]=[CH:33][C:28]=1[C:29]([O:31][CH3:32])=[O:30])([CH3:4])([CH3:2])[CH3:3]. The yield is 0.870. (2) The reactants are [NH:1]1[C:9]2[C:4](=[CH:5][C:6]([C:10]3[O:14][C:13]([SH:15])=[N:12][N:11]=3)=[CH:7][CH:8]=2)[CH:3]=[N:2]1.[OH-].[Na+].[F:18][C:19]([F:29])([F:28])[C:20]1[CH:21]=[C:22]([CH:25]=[CH:26][CH:27]=1)[CH2:23]Cl. The catalyst is CN(C)C=O.C(OCC)(=O)C. The product is [F:18][C:19]([F:28])([F:29])[C:20]1[CH:21]=[C:22]([CH:25]=[CH:26][CH:27]=1)[CH2:23][S:15][C:13]1[O:14][C:10]([C:6]2[CH:5]=[C:4]3[C:9](=[CH:8][CH:7]=2)[NH:1][N:2]=[CH:3]3)=[N:11][N:12]=1. The yield is 0.740. (3) The yield is 0.730. The product is [S:1]1[CH:5]=[CH:4][N:3]=[C:2]1[NH:6][S:7]([C:10]1[C:19]2[C:14](=[CH:15][CH:16]=[CH:17][CH:18]=2)[C:13]([NH2:20])=[CH:12][CH:11]=1)(=[O:9])=[O:8]. The catalyst is C[O-].[Na+]. The reactants are [S:1]1[CH:5]=[CH:4][N:3]=[C:2]1[NH:6][S:7]([C:10]1[C:19]2[C:14](=[CH:15][CH:16]=[CH:17][CH:18]=2)[C:13]([NH:20]C(=O)C)=[CH:12][CH:11]=1)(=[O:9])=[O:8]. (4) The reactants are [Cl:1][C:2]1[CH:3]=[CH:4][C:5](F)=[C:6]([CH:9]=1)[C:7]#[N:8].[CH3:11][C:12]1[N:13]=[CH:14][NH:15][CH:16]=1.C(=O)([O-])[O-].[K+].[K+]. No catalyst specified. The product is [Cl:1][C:2]1[CH:3]=[CH:4][C:5]([N:15]2[CH:16]=[C:12]([CH3:11])[N:13]=[CH:14]2)=[C:6]([CH:9]=1)[C:7]#[N:8]. The yield is 0.630. (5) The reactants are [Cl:1][C:2]1[CH:3]=[C:4]2[C:9](=[CH:10][C:11]=1[O:12][C:13]1[CH:18]=[CH:17][C:16]([C:19](=[O:37])[NH:20][C:21]3[N:26]=[C:25]([C:27]4[CH:32]=[CH:31][C:30]([C:33]([F:36])([F:35])[F:34])=[CH:29][CH:28]=4)[CH:24]=[CH:23][N:22]=3)=[CH:15][CH:14]=1)[O:8][CH2:7][CH2:6][CH:5]2[C:38]([O:40]CC)=[O:39].[OH-].[Na+].C(O)C. The catalyst is C1COCC1.C(OCC)(=O)C.Cl. The product is [Cl:1][C:2]1[CH:3]=[C:4]2[C:9](=[CH:10][C:11]=1[O:12][C:13]1[CH:18]=[CH:17][C:16]([C:19](=[O:37])[NH:20][C:21]3[N:26]=[C:25]([C:27]4[CH:32]=[CH:31][C:30]([C:33]([F:36])([F:35])[F:34])=[CH:29][CH:28]=4)[CH:24]=[CH:23][N:22]=3)=[CH:15][CH:14]=1)[O:8][CH2:7][CH2:6][CH:5]2[C:38]([OH:40])=[O:39]. The yield is 0.100. (6) The catalyst is ClCCl.C(OCC)(=O)C.C([O-])(=O)C.[Cu+2].C([O-])(=O)C. The reactants are [O:1]=[C:2]1[C:7]([CH2:8][C:9]2[CH:14]=[CH:13][C:12]([C:15]3[C:16]([C:21]#[N:22])=[CH:17][CH:18]=[CH:19][CH:20]=3)=[CH:11][CH:10]=2)=[C:6]([CH2:23][CH2:24][CH3:25])[N:5]2[N:26]=[CH:27][N:28]=[C:4]2[NH:3]1.[F:29][C:30]1[CH:31]=[C:32](B(O)O)[CH:33]=[CH:34][C:35]=1[O:36][CH3:37].C(N(CC)CC)C.N1C=CC=CC=1. The product is [F:29][C:30]1[CH:31]=[C:32]([N:3]2[C:2](=[O:1])[C:7]([CH2:8][C:9]3[CH:10]=[CH:11][C:12]([C:15]4[C:16]([C:21]#[N:22])=[CH:17][CH:18]=[CH:19][CH:20]=4)=[CH:13][CH:14]=3)=[C:6]([CH2:23][CH2:24][CH3:25])[N:5]3[N:26]=[CH:27][N:28]=[C:4]23)[CH:33]=[CH:34][C:35]=1[O:36][CH3:37]. The yield is 0.900.